Dataset: Full USPTO retrosynthesis dataset with 1.9M reactions from patents (1976-2016). Task: Predict the reactants needed to synthesize the given product. Given the product [I:64][C:65]1[CH:66]=[CH:67][C:68]([C:71]([C:73]2[CH:74]=[CH:75][C:76]([O:79][CH3:80])=[CH:77][CH:78]=2)([OH:22])[CH2:72][OH:81])=[CH:69][CH:70]=1, predict the reactants needed to synthesize it. The reactants are: CC[C@H]1[C@H]2C[C@H]([C@H](OC3C4C(=CC=CC=4)C(O[C@H](C4C=CN=C5C=4C=C(OC)C=C5)[C@@H]4N5C[C@H](CC)[C@@H](CC5)C4)=NN=3)C3C=CN=C4C=3C=C([O:22]C)C=C4)N(CC2)C1.C(O)CCC.[I:64][C:65]1[CH:70]=[CH:69][C:68]([C:71]([C:73]2[CH:78]=[CH:77][C:76]([O:79][CH3:80])=[CH:75][CH:74]=2)=[CH2:72])=[CH:67][CH:66]=1.[OH2:81].